Task: Predict the reaction yield, written as a fraction of the theoretical maximum amount of product (1.0 means a 100% yield; for example, 0.34 means a 34% yield).. Dataset: Reaction yield outcomes from USPTO patents with 853,638 reactions The reactants are [F:1][C:2]([F:19])([F:18])[C:3]1[N:8]=[CH:7][C:6]([CH2:9][O:10][C:11]2[CH:16]=[CH:15][NH:14][C:13](=[O:17])[CH:12]=2)=[CH:5][CH:4]=1.Br[C:21]1[CH:29]=[C:28]2[C:24]([C:25]3[CH2:34][CH2:33][N:32]([C:35]([O:37][C:38]([CH3:41])([CH3:40])[CH3:39])=[O:36])[CH2:31][C:26]=3[N:27]2[CH3:30])=[CH:23][CH:22]=1. No catalyst specified. The product is [CH3:30][N:27]1[C:28]2[C:24](=[CH:23][CH:22]=[C:21]([N:14]3[CH:15]=[CH:16][C:11]([O:10][CH2:9][C:6]4[CH:7]=[N:8][C:3]([C:2]([F:1])([F:18])[F:19])=[CH:4][CH:5]=4)=[CH:12][C:13]3=[O:17])[CH:29]=2)[C:25]2[CH2:34][CH2:33][N:32]([C:35]([O:37][C:38]([CH3:41])([CH3:40])[CH3:39])=[O:36])[CH2:31][C:26]1=2. The yield is 0.210.